Dataset: Forward reaction prediction with 1.9M reactions from USPTO patents (1976-2016). Task: Predict the product of the given reaction. (1) Given the reactants [C:1]([C:3]1[CH:4]=[C:5]([OH:9])[CH:6]=[CH:7][CH:8]=1)#[N:2].Br[CH2:11][CH2:12][CH2:13][C:14]([O:16][CH2:17][CH3:18])=[O:15].C([O-])([O-])=O.[K+].[K+], predict the reaction product. The product is: [C:1]([C:3]1[CH:4]=[C:5]([CH:6]=[CH:7][CH:8]=1)[O:9][CH2:11][CH2:12][CH2:13][C:14]([O:16][CH2:17][CH3:18])=[O:15])#[N:2]. (2) Given the reactants [H-].[Na+].[OH:3][CH:4]1[CH2:9][CH2:8][CH:7]([N:10]([CH3:18])[C:11](=[O:17])[O:12][C:13]([CH3:16])([CH3:15])[CH3:14])[CH2:6][CH2:5]1.[Si:19]([O:26][CH2:27][C@H:28]1[CH2:39][CH2:38][C:37]2[S:36][C:35]3[N:34]=[CH:33][N:32]=[C:31](Cl)[C:30]=3[C:29]1=2)([C:22]([CH3:25])([CH3:24])[CH3:23])([CH3:21])[CH3:20], predict the reaction product. The product is: [Si:19]([O:26][CH2:27][C@H:28]1[CH2:39][CH2:38][C:37]2[S:36][C:35]3[N:34]=[CH:33][N:32]=[C:31]([O:3][CH:4]4[CH2:9][CH2:8][CH:7]([N:10]([CH3:18])[C:11](=[O:17])[O:12][C:13]([CH3:14])([CH3:15])[CH3:16])[CH2:6][CH2:5]4)[C:30]=3[C:29]1=2)([C:22]([CH3:25])([CH3:23])[CH3:24])([CH3:21])[CH3:20]. (3) Given the reactants C(OC(=O)[NH:7][C:8]1[CH:13]=[C:12]([N:14]([CH3:16])[CH3:15])[C:11]([Cl:17])=[CH:10][C:9]=1[NH:18][C:19](=[O:35])[CH2:20][C:21]([C:23]1[CH:28]=[CH:27][N:26]=[C:25]([C:29]2[O:33][N:32]=[C:31]([CH3:34])[CH:30]=2)[CH:24]=1)=O)(C)(C)C.C(O)(C(F)(F)F)=O, predict the reaction product. The product is: [Cl:17][C:11]1[C:12]([N:14]([CH3:16])[CH3:15])=[CH:13][C:8]2[N:7]=[C:21]([C:23]3[CH:28]=[CH:27][N:26]=[C:25]([C:29]4[O:33][N:32]=[C:31]([CH3:34])[CH:30]=4)[CH:24]=3)[CH2:20][C:19](=[O:35])[NH:18][C:9]=2[CH:10]=1. (4) The product is: [NH2:15][C:16]1[CH:24]=[CH:23][C:22]([F:25])=[CH:21][C:17]=1[C:18]([N:13]([O:12][CH3:11])[CH3:14])=[O:19]. Given the reactants C(N(C(C)C)CC)(C)C.Cl.[CH3:11][O:12][NH:13][CH3:14].[NH2:15][C:16]1[CH:24]=[CH:23][C:22]([F:25])=[CH:21][C:17]=1[C:18](O)=[O:19].C(Cl)CCl, predict the reaction product. (5) Given the reactants [C:1]([O:5][C:6]([N:8]1[CH2:13][CH2:12][C:11]2[N:14]([CH2:20][O:21][CH2:22][CH2:23][Si:24]([CH3:27])([CH3:26])[CH3:25])[N:15]=[C:16](B(O)O)[C:10]=2[CH2:9]1)=[O:7])([CH3:4])([CH3:3])[CH3:2].Cl[C:29]1[N:30]=[N:31][CH:32]=[CH:33][CH:34]=1.CC(C1C=C(C(C)C)C(C2C=CC=CC=2P(C2CCCCC2)C2CCCCC2)=C(C(C)C)C=1)C.C([O-])([O-])=O.[Na+].[Na+], predict the reaction product. The product is: [N:30]1[CH:29]=[CH:34][CH:33]=[C:32]([C:16]2[C:10]3[CH2:9][N:8]([C:6]([O:5][C:1]([CH3:4])([CH3:3])[CH3:2])=[O:7])[CH2:13][CH2:12][C:11]=3[N:14]([CH2:20][O:21][CH2:22][CH2:23][Si:24]([CH3:27])([CH3:26])[CH3:25])[N:15]=2)[N:31]=1.